Dataset: Forward reaction prediction with 1.9M reactions from USPTO patents (1976-2016). Task: Predict the product of the given reaction. (1) Given the reactants [CH:1]([C:3]1[CH:8]=[CH:7][C:6]([C:9]2[C:10]3[C:15]([CH:16]=[C:17]4[C:22]=2[CH:21]=[CH:20][CH:19]=[CH:18]4)=[CH:14][CH:13]=[CH:12][CH:11]=3)=[CH:5][CH:4]=1)=[O:2].C1C(=O)N([Br:30])C(=O)C1, predict the reaction product. The product is: [Br:30][C:16]1[C:17]2[C:22]([C:9]([C:6]3[CH:5]=[CH:4][C:3]([CH:1]=[O:2])=[CH:8][CH:7]=3)=[C:10]3[C:15]=1[CH:14]=[CH:13][CH:12]=[CH:11]3)=[CH:21][CH:20]=[CH:19][CH:18]=2. (2) Given the reactants ClC(Cl)(O[C:5](=[O:11])OC(Cl)(Cl)Cl)Cl.[Br:13][C:14]1[C:15]([CH3:21])=[C:16]([CH:18]=[CH:19][CH:20]=1)[NH2:17].CCN(C(C)C)C(C)C, predict the reaction product. The product is: [Br:13][C:14]1[CH:20]=[CH:19][CH:18]=[C:16]([N:17]=[C:5]=[O:11])[C:15]=1[CH3:21]. (3) The product is: [S:1]1[CH:5]=[CH:4][CH:3]=[C:2]1[CH2:6][NH:7][C:20]([C:15]1([C:12]2[CH:11]=[CH:10][C:9]([Cl:8])=[CH:14][CH:13]=2)[CH2:16][CH2:17][CH2:18][CH2:19]1)=[O:21]. Given the reactants [S:1]1[CH:5]=[CH:4][CH:3]=[C:2]1[CH2:6][NH2:7].[Cl:8][C:9]1[CH:14]=[CH:13][C:12]([C:15]2([C:20](Cl)=[O:21])[CH2:19][CH2:18][CH2:17][CH2:16]2)=[CH:11][CH:10]=1.C(O)C(N)(CO)CO, predict the reaction product. (4) Given the reactants [NH:1]1[C:9]2[C:4](=[CH:5][C:6]([NH:10][C:11]3[C:20]4[C:15](=[CH:16][CH:17]=[CH:18][CH:19]=4)[N:14]=[C:13]([C:21]4[CH:22]=[C:23]([CH:29]=[CH:30][CH:31]=4)[O:24][CH2:25][C:26](O)=[O:27])[N:12]=3)=[CH:7][CH:8]=2)[CH:3]=[N:2]1.C1CN([P+](ON2N=[N:56][C:51]3[CH:52]=[CH:53][CH:54]=CC2=3)(N2CCCC2)N2CCCC2)CC1.F[P-](F)(F)(F)(F)F.CCN(C(C)C)C(C)C.C1(CN)CC1, predict the reaction product. The product is: [NH:1]1[C:9]2[C:4](=[CH:5][C:6]([NH:10][C:11]3[C:20]4[C:15](=[CH:16][CH:17]=[CH:18][CH:19]=4)[N:14]=[C:13]([C:21]4[CH:22]=[C:23]([CH:29]=[CH:30][CH:31]=4)[O:24][CH2:25][C:26]([NH:56][CH2:51][CH:52]4[CH2:54][CH2:53]4)=[O:27])[N:12]=3)=[CH:7][CH:8]=2)[CH:3]=[N:2]1. (5) The product is: [C:21]([C:25]1[CH:26]=[C:27]([NH:38][C:39]([NH:41][C:42]2[C:51]3[C:46](=[CH:47][CH:48]=[CH:49][CH:50]=3)[C:45]([O:52][C:53]3[CH:58]=[CH:57][N:56]=[C:55]([NH:1][C:2]4[CH:3]=[CH:4][C:5]([O:10][CH2:11][CH2:12][O:13][CH2:14][CH2:15][O:16][CH2:17][CH2:18][O:19][CH3:20])=[C:6]([C:7]#[N:8])[CH:9]=4)[CH:54]=3)=[CH:44][CH:43]=2)=[O:40])[C:28]([O:36][CH3:37])=[C:29]([NH:31][S:32]([CH3:35])(=[O:33])=[O:34])[CH:30]=1)([CH3:24])([CH3:22])[CH3:23]. Given the reactants [NH2:1][C:2]1[CH:3]=[CH:4][C:5]([O:10][CH2:11][CH2:12][O:13][CH2:14][CH2:15][O:16][CH2:17][CH2:18][O:19][CH3:20])=[C:6]([CH:9]=1)[C:7]#[N:8].[C:21]([C:25]1[CH:26]=[C:27]([NH:38][C:39]([NH:41][C:42]2[C:51]3[C:46](=[CH:47][CH:48]=[CH:49][CH:50]=3)[C:45]([O:52][C:53]3[CH:58]=[CH:57][N:56]=[C:55](Cl)[CH:54]=3)=[CH:44][CH:43]=2)=[O:40])[C:28]([O:36][CH3:37])=[C:29]([NH:31][S:32]([CH3:35])(=[O:34])=[O:33])[CH:30]=1)([CH3:24])([CH3:23])[CH3:22].C([O-])([O-])=O.[K+].[K+].CC(C1C=C(C(C)C)C(C2C(P(C3CCCCC3)C3CCCCC3)=C(OC)C=CC=2OC)=C(C(C)C)C=1)C, predict the reaction product. (6) Given the reactants [H-].[Al+3].[Li+].[H-].[H-].[H-].[C:7]1([S:13]([C:16]2([C:21]#[N:22])[CH2:20][CH2:19][CH2:18][CH2:17]2)(=[O:15])=[O:14])[CH:12]=[CH:11][CH:10]=[CH:9][CH:8]=1.O, predict the reaction product. The product is: [C:7]1([S:13]([C:16]2([CH2:21][NH2:22])[CH2:20][CH2:19][CH2:18][CH2:17]2)(=[O:14])=[O:15])[CH:8]=[CH:9][CH:10]=[CH:11][CH:12]=1. (7) Given the reactants C1(C(C2C=CC=CC=2)[N:8]2[CH2:11][CH:10]([O:12]/[N:13]=[C:14](\[CH3:22])/[CH2:15][C:16]3[N:21]=[CH:20][CH:19]=[CH:18][N:17]=3)[CH2:9]2)C=CC=CC=1.[Cl:29]CCCl.ClC(OC(Cl)=O)C, predict the reaction product. The product is: [ClH:29].[NH:8]1[CH2:11][CH:10]([O:12]/[N:13]=[C:14](\[CH3:22])/[CH2:15][C:16]2[N:17]=[CH:18][CH:19]=[CH:20][N:21]=2)[CH2:9]1. (8) Given the reactants [C:1]([SiH2:5][O:6][C:7]([CH3:17])([CH3:16])[C:8]1[O:12][C:11]([CH2:13][OH:14])=[N:10][C:9]=1[CH3:15])([CH3:4])([CH3:3])[CH3:2].C(N(CC)CC)C.[CH3:25][S:26](Cl)(=[O:28])=[O:27].O, predict the reaction product. The product is: [C:1]([SiH2:5][O:6][C:7]([CH3:17])([CH3:16])[C:8]1[O:12][C:11]([CH2:13][O:14][S:26]([CH3:25])(=[O:28])=[O:27])=[N:10][C:9]=1[CH3:15])([CH3:4])([CH3:3])[CH3:2]. (9) Given the reactants [N:1]1([C:7]2[N:12]=[C:11]([C:13]3[C:14]([C:20]([F:23])([F:22])[F:21])=[CH:15][C:16]([NH2:19])=[N:17][CH:18]=3)[CH:10]=[C:9]([N:24]3[CH2:29][CH2:28][O:27][CH2:26][CH2:25]3)[N:8]=2)[CH2:6][CH2:5][O:4][CH2:3][CH2:2]1.CC(C)=O.[ClH:34], predict the reaction product. The product is: [ClH:34].[N:1]1([C:7]2[N:12]=[C:11]([C:13]3[C:14]([C:20]([F:23])([F:21])[F:22])=[CH:15][C:16]([NH2:19])=[N:17][CH:18]=3)[CH:10]=[C:9]([N:24]3[CH2:25][CH2:26][O:27][CH2:28][CH2:29]3)[N:8]=2)[CH2:2][CH2:3][O:4][CH2:5][CH2:6]1.